Dataset: Full USPTO retrosynthesis dataset with 1.9M reactions from patents (1976-2016). Task: Predict the reactants needed to synthesize the given product. Given the product [Cl:1][C:2]1[CH:3]=[CH:4][C:5]([O:25][CH3:26])=[C:6]([C:8]2[C:9]([NH:13][C:14]([C:16]3[CH:17]=[N:18][N:19]4[CH:24]=[CH:23][CH:22]=[N:21][C:20]=34)=[O:15])=[CH:10][N:11]([CH2:35][CH2:36][N:37]3[CH2:42][CH2:41][O:40][CH2:39][CH2:38]3)[N:12]=2)[CH:7]=1, predict the reactants needed to synthesize it. The reactants are: [Cl:1][C:2]1[CH:3]=[CH:4][C:5]([O:25][CH3:26])=[C:6]([C:8]2[NH:12][N:11]=[CH:10][C:9]=2[NH:13][C:14]([C:16]2[CH:17]=[N:18][N:19]3[CH:24]=[CH:23][CH:22]=[N:21][C:20]=23)=[O:15])[CH:7]=1.C(=O)([O-])[O-].[Cs+].[Cs+].Cl.Cl[CH2:35][CH2:36][N:37]1[CH2:42][CH2:41][O:40][CH2:39][CH2:38]1.